From a dataset of Reaction yield outcomes from USPTO patents with 853,638 reactions. Predict the reaction yield, written as a fraction of the theoretical maximum amount of product (1.0 means a 100% yield; for example, 0.34 means a 34% yield). (1) The reactants are [OH:1][C:2]1[CH:11]=[CH:10][CH:9]=[C:8]2[C:3]=1[C:4]([NH:12][C:13]1[CH:18]=[CH:17][C:16]([O:19][C:20]3[CH:21]=[N:22][C:23]([CH3:26])=[CH:24][CH:25]=3)=[C:15]([CH3:27])[CH:14]=1)=[N:5][CH:6]=[N:7]2.[C:28]([O:33][CH3:34])(=[O:32])[C@H:29]([CH3:31])O. No catalyst specified. The product is [CH3:27][C:15]1[CH:14]=[C:13]([NH:12][C:4]2[C:3]3[C:8](=[CH:9][CH:10]=[CH:11][C:2]=3[O:1][C@H:29]([CH3:31])[C:28]([O:33][CH3:34])=[O:32])[N:7]=[CH:6][N:5]=2)[CH:18]=[CH:17][C:16]=1[O:19][C:20]1[CH:21]=[N:22][C:23]([CH3:26])=[CH:24][CH:25]=1. The yield is 0.840. (2) The product is [C:1]([C:5]1[CH:10]=[C:9]([NH:11][C:31]([C:29]2[O:30][C:26]([C:23]3[CH:24]=[CH:25][C:20]([NH2:17])=[CH:21][CH:22]=3)=[CH:27][CH:28]=2)=[O:32])[CH:8]=[C:7]([C:12]([CH3:15])([CH3:14])[CH3:13])[C:6]=1[OH:16])([CH3:4])([CH3:3])[CH3:2]. The yield is 0.560. The reactants are [C:1]([C:5]1[CH:10]=[C:9]([NH2:11])[CH:8]=[C:7]([C:12]([CH3:15])([CH3:14])[CH3:13])[C:6]=1[OH:16])([CH3:4])([CH3:3])[CH3:2].[N+:17]([C:20]1[CH:25]=[CH:24][C:23]([C:26]2[O:30][C:29]([C:31](O)=[O:32])=[CH:28][CH:27]=2)=[CH:22][CH:21]=1)([O-])=O.C(OC(NC1C=CC(CC(O)=O)=CC=1)=O)(C)(C)C. No catalyst specified. (3) The yield is 0.670. The reactants are [CH3:1][O:2][CH2:3][O:4][CH2:5][C:6]1[C:14]2[S:13](=[O:16])(=[O:15])[N:12]=[C:11]([CH2:17][C:18]([OH:20])=O)[NH:10][C:9]=2[S:8][CH:7]=1.C([O:23][C:24]([C@H:26]1[C@@H:31]([NH:32][CH2:33][C:34]2[CH:39]=[CH:38][C:37]([F:40])=[CH:36][CH:35]=2)[C@H:30]2[CH2:41][C@@H:27]1[CH2:28][CH2:29]2)=O)C.Cl.CN(C)CCCN=C=NCC.C(N(CC)CC)C. The product is [F:40][C:37]1[CH:36]=[CH:35][C:34]([CH2:33][N:32]2[C:18](=[O:20])[C:17]([C:11]3[NH:10][C:9]4[S:8][CH:7]=[C:6]([CH2:5][O:4][CH2:3][O:2][CH3:1])[C:14]=4[S:13](=[O:15])(=[O:16])[N:12]=3)=[C:24]([OH:23])[C@H:26]3[C@@H:31]2[C@H:30]2[CH2:41][C@@H:27]3[CH2:28][CH2:29]2)=[CH:39][CH:38]=1. The catalyst is CN(C)C=O.